Dataset: NCI-60 drug combinations with 297,098 pairs across 59 cell lines. Task: Regression. Given two drug SMILES strings and cell line genomic features, predict the synergy score measuring deviation from expected non-interaction effect. (1) Drug 1: CCC1=CC2CC(C3=C(CN(C2)C1)C4=CC=CC=C4N3)(C5=C(C=C6C(=C5)C78CCN9C7C(C=CC9)(C(C(C8N6C)(C(=O)OC)O)OC(=O)C)CC)OC)C(=O)OC.C(C(C(=O)O)O)(C(=O)O)O. Drug 2: CC1CCC2CC(C(=CC=CC=CC(CC(C(=O)C(C(C(=CC(C(=O)CC(OC(=O)C3CCCCN3C(=O)C(=O)C1(O2)O)C(C)CC4CCC(C(C4)OC)O)C)C)O)OC)C)C)C)OC. Cell line: SF-539. Synergy scores: CSS=44.3, Synergy_ZIP=-0.658, Synergy_Bliss=-0.797, Synergy_Loewe=0.549, Synergy_HSA=2.08. (2) Drug 1: CC1C(C(CC(O1)OC2CC(CC3=C2C(=C4C(=C3O)C(=O)C5=C(C4=O)C(=CC=C5)OC)O)(C(=O)C)O)N)O.Cl. Drug 2: C1=C(C(=O)NC(=O)N1)F. Cell line: A549. Synergy scores: CSS=65.1, Synergy_ZIP=3.06, Synergy_Bliss=2.41, Synergy_Loewe=5.60, Synergy_HSA=6.87. (3) Drug 1: CCCCCOC(=O)NC1=NC(=O)N(C=C1F)C2C(C(C(O2)C)O)O. Drug 2: CC12CCC3C(C1CCC2O)C(CC4=C3C=CC(=C4)O)CCCCCCCCCS(=O)CCCC(C(F)(F)F)(F)F. Cell line: HL-60(TB). Synergy scores: CSS=11.5, Synergy_ZIP=0.245, Synergy_Bliss=-1.67, Synergy_Loewe=-1.25, Synergy_HSA=-5.96. (4) Drug 1: CC12CCC3C(C1CCC2O)C(CC4=C3C=CC(=C4)O)CCCCCCCCCS(=O)CCCC(C(F)(F)F)(F)F. Synergy scores: CSS=33.1, Synergy_ZIP=-5.55, Synergy_Bliss=7.05, Synergy_Loewe=-61.3, Synergy_HSA=-0.493. Cell line: SNB-19. Drug 2: C1=NC2=C(N=C(N=C2N1C3C(C(C(O3)CO)O)F)Cl)N. (5) Drug 1: CC12CCC3C(C1CCC2O)C(CC4=C3C=CC(=C4)O)CCCCCCCCCS(=O)CCCC(C(F)(F)F)(F)F. Drug 2: COC1=NC(=NC2=C1N=CN2C3C(C(C(O3)CO)O)O)N. Cell line: DU-145. Synergy scores: CSS=-6.08, Synergy_ZIP=3.83, Synergy_Bliss=1.76, Synergy_Loewe=-3.84, Synergy_HSA=-5.01. (6) Drug 2: CCCCC(=O)OCC(=O)C1(CC(C2=C(C1)C(=C3C(=C2O)C(=O)C4=C(C3=O)C=CC=C4OC)O)OC5CC(C(C(O5)C)O)NC(=O)C(F)(F)F)O. Cell line: SK-OV-3. Synergy scores: CSS=6.23, Synergy_ZIP=3.07, Synergy_Bliss=4.55, Synergy_Loewe=0.588, Synergy_HSA=-0.00410. Drug 1: CCC1(CC2CC(C3=C(CCN(C2)C1)C4=CC=CC=C4N3)(C5=C(C=C6C(=C5)C78CCN9C7C(C=CC9)(C(C(C8N6C)(C(=O)OC)O)OC(=O)C)CC)OC)C(=O)OC)O.OS(=O)(=O)O. (7) Drug 1: CN(CCCl)CCCl.Cl. Drug 2: CC1=C(C(=O)C2=C(C1=O)N3CC4C(C3(C2COC(=O)N)OC)N4)N. Cell line: HL-60(TB). Synergy scores: CSS=79.1, Synergy_ZIP=3.33, Synergy_Bliss=5.07, Synergy_Loewe=1.77, Synergy_HSA=4.77. (8) Drug 1: CN(C)N=NC1=C(NC=N1)C(=O)N. Drug 2: C1C(C(OC1N2C=NC3=C(N=C(N=C32)Cl)N)CO)O. Cell line: OVCAR-4. Synergy scores: CSS=-1.35, Synergy_ZIP=1.37, Synergy_Bliss=-0.871, Synergy_Loewe=-3.56, Synergy_HSA=-3.92. (9) Drug 1: CC1C(C(=O)NC(C(=O)N2CCCC2C(=O)N(CC(=O)N(C(C(=O)O1)C(C)C)C)C)C(C)C)NC(=O)C3=C4C(=C(C=C3)C)OC5=C(C(=O)C(=C(C5=N4)C(=O)NC6C(OC(=O)C(N(C(=O)CN(C(=O)C7CCCN7C(=O)C(NC6=O)C(C)C)C)C)C(C)C)C)N)C. Drug 2: CC1=C(C=C(C=C1)NC(=O)C2=CC=C(C=C2)CN3CCN(CC3)C)NC4=NC=CC(=N4)C5=CN=CC=C5. Cell line: A549. Synergy scores: CSS=25.5, Synergy_ZIP=14.9, Synergy_Bliss=18.1, Synergy_Loewe=15.8, Synergy_HSA=13.9.